Predict which catalyst facilitates the given reaction. From a dataset of Catalyst prediction with 721,799 reactions and 888 catalyst types from USPTO. Reactant: [CH3:1][N:2]1[CH2:7][CH2:6][N:5]([CH2:8][C:9]2[CH:17]=[CH:16][C:12]([C:13](O)=[O:14])=[CH:11][C:10]=2[C:18]([F:21])([F:20])[F:19])[CH2:4][CH2:3]1.F[P-](F)(F)(F)(F)F.N1(OC(N(C)C)=[N+](C)C)C2N=CC=CC=2N=N1.[NH2:46][C:47]1[CH:48]=[C:49]([C:54]2[CH:63]=[C:62]3[C:57]([CH:58]=[C:59]([NH:64][C:65]([CH:67]4[CH2:69][CH2:68]4)=[O:66])[N:60]=[CH:61]3)=[CH:56][CH:55]=2)[C:50]([CH3:53])=[N:51][CH:52]=1.C(N(CC)C(C)C)(C)C. Product: [CH:67]1([C:65]([NH:64][C:59]2[N:60]=[CH:61][C:62]3[C:57]([CH:58]=2)=[CH:56][CH:55]=[C:54]([C:49]2[CH:48]=[C:47]([NH:46][C:13](=[O:14])[C:12]4[CH:16]=[CH:17][C:9]([CH2:8][N:5]5[CH2:6][CH2:7][N:2]([CH3:1])[CH2:3][CH2:4]5)=[C:10]([C:18]([F:21])([F:19])[F:20])[CH:11]=4)[CH:52]=[N:51][C:50]=2[CH3:53])[CH:63]=3)=[O:66])[CH2:68][CH2:69]1. The catalyst class is: 288.